This data is from Reaction yield outcomes from USPTO patents with 853,638 reactions. The task is: Predict the reaction yield, written as a fraction of the theoretical maximum amount of product (1.0 means a 100% yield; for example, 0.34 means a 34% yield). The reactants are [N:1]1[CH:6]=[CH:5][CH:4]=[C:3]([O:7][CH2:8][C:9]([NH2:11])=O)[CH:2]=1.[F:12][C:13]1[CH:14]=[C:15]([NH:25][C:26](=[O:31])[CH2:27][C:28](=O)[CH3:29])[CH:16]=[CH:17][C:18]=1[N:19]1[CH2:24][CH2:23][O:22][CH2:21][CH2:20]1.CCOC(C)=O.O. The catalyst is C1(C)C(C)=CC=CC=1.C([O-])(C)C.C([O-])(C)C.C([O-])(C)C.C([O-])(C)C.[Ti+4]. The product is [F:12][C:13]1[CH:14]=[C:15]([N:25]2[C:26](=[O:31])[CH:27]=[C:28]([CH3:29])[N:11]=[C:9]2[CH2:8][O:7][C:3]2[CH:2]=[N:1][CH:6]=[CH:5][CH:4]=2)[CH:16]=[CH:17][C:18]=1[N:19]1[CH2:24][CH2:23][O:22][CH2:21][CH2:20]1. The yield is 0.290.